From a dataset of NCI-60 drug combinations with 297,098 pairs across 59 cell lines. Regression. Given two drug SMILES strings and cell line genomic features, predict the synergy score measuring deviation from expected non-interaction effect. (1) Drug 1: B(C(CC(C)C)NC(=O)C(CC1=CC=CC=C1)NC(=O)C2=NC=CN=C2)(O)O. Drug 2: CC1(CCCN1)C2=NC3=C(C=CC=C3N2)C(=O)N. Cell line: OVCAR3. Synergy scores: CSS=45.2, Synergy_ZIP=-0.664, Synergy_Bliss=1.07, Synergy_Loewe=-21.4, Synergy_HSA=1.53. (2) Drug 1: CCC1(CC2CC(C3=C(CCN(C2)C1)C4=CC=CC=C4N3)(C5=C(C=C6C(=C5)C78CCN9C7C(C=CC9)(C(C(C8N6C)(C(=O)OC)O)OC(=O)C)CC)OC)C(=O)OC)O.OS(=O)(=O)O. Drug 2: CC=C1C(=O)NC(C(=O)OC2CC(=O)NC(C(=O)NC(CSSCCC=C2)C(=O)N1)C(C)C)C(C)C. Cell line: 786-0. Synergy scores: CSS=5.04, Synergy_ZIP=-0.318, Synergy_Bliss=-0.222, Synergy_Loewe=-4.03, Synergy_HSA=-2.84.